Task: Predict the product of the given reaction.. Dataset: Forward reaction prediction with 1.9M reactions from USPTO patents (1976-2016) (1) Given the reactants [S:1]1[C:5]2[CH2:6][CH2:7][CH2:8][CH2:9][CH2:10][C:4]=2[N:3]=[C:2]1[NH2:11].[F:12][C:13]([F:24])([F:23])[C:14]1[CH:15]=[C:16]([CH:20]=[CH:21][CH:22]=1)[C:17](Cl)=[O:18].Br[CH:26]([CH2:31][CH3:32])[C:27]([O:29]C)=[O:28].FC1C2N=C(N)SC=2C=C(F)C=1.C1(C)C=CC(C(Cl)=O)=CC=1.BrCC(OCC)=O, predict the reaction product. The product is: [F:12][C:13]([F:24])([F:23])[C:14]1[CH:15]=[C:16]([CH:20]=[CH:21][CH:22]=1)[C:17]([N:11]=[C:2]1[N:3]([CH:26]([CH2:31][CH3:32])[C:27]([OH:29])=[O:28])[C:4]2[CH2:10][CH2:9][CH2:8][CH2:7][CH2:6][C:5]=2[S:1]1)=[O:18]. (2) The product is: [C:20]([C:2]1[CH:7]=[CH:6][C:5]([NH:8][C:9](=[O:11])[CH3:10])=[CH:4][C:3]=1[S:12]([C:15]([F:18])([F:17])[F:16])(=[O:14])=[O:13])#[N:21]. Given the reactants Br[C:2]1[CH:7]=[CH:6][C:5]([NH:8][C:9](=[O:11])[CH3:10])=[CH:4][C:3]=1[S:12]([C:15]([F:18])([F:17])[F:16])(=[O:14])=[O:13].[Cu][C:20]#[N:21], predict the reaction product. (3) Given the reactants CN(CCN(C)C)C.[C:9]1([Mg]Br)[CH:14]=[CH:13][CH:12]=[CH:11][CH:10]=1.[O-]S(C(F)(F)F)(=O)=O.C([B+]CCCC)CCC.[CH2:34]([O:41][C:42]([N:44]1[CH2:49][CH2:48][CH:47]([CH:50]=[CH:51][C:52]([N:54]2[C@H:58]([C:59]3[CH:64]=[CH:63][CH:62]=[CH:61][CH:60]=3)[C@H:57]([CH3:65])[N:56]([CH3:66])[C:55]2=[O:67])=[O:53])[CH2:46][CH2:45]1)=[O:43])[C:35]1[CH:40]=[CH:39][CH:38]=[CH:37][CH:36]=1, predict the reaction product. The product is: [C:9]1([C@@H:50]([CH:47]2[CH2:48][CH2:49][N:44]([C:42]([O:41][CH2:34][C:35]3[CH:40]=[CH:39][CH:38]=[CH:37][CH:36]=3)=[O:43])[CH2:45][CH2:46]2)[CH2:51][C:52]([N:54]2[C@H:58]([C:59]3[CH:60]=[CH:61][CH:62]=[CH:63][CH:64]=3)[C@H:57]([CH3:65])[N:56]([CH3:66])[C:55]2=[O:67])=[O:53])[CH:14]=[CH:13][CH:12]=[CH:11][CH:10]=1. (4) Given the reactants [Cl:1][C:2]1[CH:9]=[C:8]([Cl:10])[CH:7]=[CH:6][C:3]=1[CH:4]=O.[OH-].[K+].[CH:13](=[O:16])[CH2:14][CH3:15], predict the reaction product. The product is: [Cl:1][C:2]1[CH:9]=[C:8]([Cl:10])[CH:7]=[CH:6][C:3]=1[CH:4]=[C:14]([CH3:15])[CH:13]=[O:16].